This data is from NCI-60 drug combinations with 297,098 pairs across 59 cell lines. The task is: Regression. Given two drug SMILES strings and cell line genomic features, predict the synergy score measuring deviation from expected non-interaction effect. (1) Drug 1: CC1=CC=C(C=C1)C2=CC(=NN2C3=CC=C(C=C3)S(=O)(=O)N)C(F)(F)F. Drug 2: CC(C)CN1C=NC2=C1C3=CC=CC=C3N=C2N. Cell line: HOP-62. Synergy scores: CSS=-0.0735, Synergy_ZIP=2.80, Synergy_Bliss=6.06, Synergy_Loewe=-3.57, Synergy_HSA=-0.969. (2) Drug 1: C1=CC(=CC=C1CCC2=CNC3=C2C(=O)NC(=N3)N)C(=O)NC(CCC(=O)O)C(=O)O. Drug 2: CC(CN1CC(=O)NC(=O)C1)N2CC(=O)NC(=O)C2. Cell line: SNB-19. Synergy scores: CSS=32.3, Synergy_ZIP=-5.25, Synergy_Bliss=-1.01, Synergy_Loewe=0.220, Synergy_HSA=2.67.